This data is from Reaction yield outcomes from USPTO patents with 853,638 reactions. The task is: Predict the reaction yield, written as a fraction of the theoretical maximum amount of product (1.0 means a 100% yield; for example, 0.34 means a 34% yield). The reactants are [C:1]1([C:7]2[C:11]3[CH2:12][NH:13][CH2:14][CH2:15][C:10]=3[NH:9][N:8]=2)[CH:6]=[CH:5][CH:4]=[CH:3][CH:2]=1.[O:16]([CH2:23][C:24](O)=[O:25])[C:17]1[CH:22]=[CH:21][CH:20]=[CH:19][CH:18]=1.CN(C(ON1N=NC2C=CC=NC1=2)=[N+](C)C)C.F[P-](F)(F)(F)(F)F.CCN(C(C)C)C(C)C. The catalyst is C(Cl)Cl.O. The product is [O:16]([CH2:23][C:24]([N:13]1[CH2:14][CH2:15][C:10]2[NH:9][N:8]=[C:7]([C:1]3[CH:2]=[CH:3][CH:4]=[CH:5][CH:6]=3)[C:11]=2[CH2:12]1)=[O:25])[C:17]1[CH:22]=[CH:21][CH:20]=[CH:19][CH:18]=1. The yield is 0.920.